From a dataset of Full USPTO retrosynthesis dataset with 1.9M reactions from patents (1976-2016). Predict the reactants needed to synthesize the given product. (1) Given the product [CH3:1][O:2]/[N:3]=[C:4](/[C:5]1[O:17][CH2:16][CH2:15][O:14][N:13]=1)\[C:8]1[CH:9]=[CH:10][CH:11]=[CH:12][C:7]=1[OH:6], predict the reactants needed to synthesize it. The reactants are: [CH3:1][O:2][N:3]=[C:4]1[C:8]2[CH:9]=[CH:10][CH:11]=[CH:12][C:7]=2[O:6][C:5]1=[N:13][O:14][CH2:15][CH2:16][OH:17].[OH-].[K+].C(O)(=O)C. (2) Given the product [C:3]([S:10][NH2:12])(=[O:11])[C:4]1[CH:9]=[CH:8][CH:7]=[CH:6][CH:5]=1, predict the reactants needed to synthesize it. The reactants are: [OH-].[K+].[C:3]([OH:11])(=[S:10])[C:4]1[CH:9]=[CH:8][CH:7]=[CH:6][CH:5]=1.[NH2:12]OS(O)(=O)=O.C1(N=C=O)C=CC=CC=1. (3) The reactants are: [N:1]1[CH:2]=[CH:3][N:4]2[CH:9]=[C:8]([C:10]#[N:11])[N:7]=[CH:6][C:5]=12.N. Given the product [N:1]1[CH:2]=[CH:3][N:4]2[CH:9]=[C:8]([CH2:10][NH2:11])[N:7]=[CH:6][C:5]=12, predict the reactants needed to synthesize it. (4) Given the product [F:1][C:2]1[CH:3]=[C:4]([CH2:8][CH2:9][C@@H:10]2[N:15]([CH3:34])[CH2:14][CH2:13][N:12]([C:16]3[C:17]4[CH:30]=[CH:29][C:28]([CH3:31])=[CH:27][C:18]=4[NH:19][C:20]4[CH:26]=[CH:25][CH:24]=[CH:23][C:21]=4[N:22]=3)[CH2:11]2)[CH:5]=[CH:6][CH:7]=1, predict the reactants needed to synthesize it. The reactants are: [F:1][C:2]1[CH:3]=[C:4]([CH2:8][CH2:9][C@@H:10]2[NH:15][CH2:14][CH2:13][N:12]([C:16]3[C:17]4[CH:30]=[CH:29][C:28]([CH3:31])=[CH:27][C:18]=4[NH:19][C:20]4[CH:26]=[CH:25][CH:24]=[CH:23][C:21]=4[N:22]=3)[CH2:11]2)[CH:5]=[CH:6][CH:7]=1.C=O.[C:34](O[BH-](OC(=O)C)OC(=O)C)(=O)C.[Na+]. (5) Given the product [Br:1][C:2]1[CH:7]=[CH:6][C:5]([CH2:8][CH2:9][CH3:10])=[C:4]([N+:11]([O-:13])=[O:12])[CH:3]=1, predict the reactants needed to synthesize it. The reactants are: [Br:1][C:2]1[CH:7]=[CH:6][C:5]([CH2:8][CH2:9][CH3:10])=[CH:4][CH:3]=1.[N+:11]([O-])([OH:13])=[O:12].OS(O)(=O)=O. (6) Given the product [Cl:3][C:4]1[CH:9]=[C:8]([Cl:10])[CH:7]=[CH:6][C:5]=1[C:11]1[C:12]([N+:16]([O-:18])=[O:17])=[C:13]([CH2:34][CH2:37][CH2:38][N:28]2[C:26](=[O:27])[C:25]3[CH:31]=[CH:32][CH:33]=[CH:23][C:24]=3[C:29]2=[O:30])[NH:14][CH:15]=1, predict the reactants needed to synthesize it. The reactants are: [H-].[Na+].[Cl:3][C:4]1[CH:9]=[C:8]([Cl:10])[CH:7]=[CH:6][C:5]=1[C:11]1[C:12]([N+:16]([O-:18])=[O:17])=[CH:13][NH:14][CH:15]=1.BrCCC[C:23]1[CH:33]=[CH:32][CH:31]=[C:25]2[C:26]([NH:28][C:29](=[O:30])[C:24]=12)=[O:27].[CH2:34](Cl)Cl.[C:37](#N)[CH3:38].